This data is from Catalyst prediction with 721,799 reactions and 888 catalyst types from USPTO. The task is: Predict which catalyst facilitates the given reaction. (1) Reactant: [CH2:1]([C:3]1[N:19]=[C:6]2[C:7]([C:12]3([CH2:17][CH3:18])[O:16]CCO3)=[CH:8][CH:9]=[C:10](I)[N:5]2[N:4]=1)[CH3:2].[C:20](=O)([O-])[OH:21].[Na+]. Product: [CH2:1]([C:3]1[N:19]=[C:6]2[C:7]([C:12](=[O:16])[CH2:17][CH3:18])=[CH:8][CH:9]=[C:10]([O:21][CH3:20])[N:5]2[N:4]=1)[CH3:2]. The catalyst class is: 95. (2) Reactant: [CH3:1][N:2]([CH3:21])[C:3](=[O:20])[C:4]1[CH:9]=[CH:8][C:7](B2OC(C)(C)C(C)(C)O2)=[C:6]([CH3:19])[CH:5]=1.Br[C:23]1[N:28]=[C:27]([CH:29]=[O:30])[CH:26]=[CH:25][C:24]=1[O:31][CH2:32][CH2:33][O:34][Si:35]([C:38]([CH3:41])([CH3:40])[CH3:39])([CH3:37])[CH3:36].C(=O)([O-])[O-].[K+].[K+]. Product: [Si:35]([O:34][CH2:33][CH2:32][O:31][C:24]1[C:23]([C:7]2[CH:8]=[CH:9][C:4]([C:3]([N:2]([CH3:1])[CH3:21])=[O:20])=[CH:5][C:6]=2[CH3:19])=[N:28][C:27]([CH:29]=[O:30])=[CH:26][CH:25]=1)([C:38]([CH3:41])([CH3:40])[CH3:39])([CH3:37])[CH3:36]. The catalyst class is: 103. (3) Reactant: [CH3:1][C:2]1(C)[O:7]C2C=CC([C@@H](O)CNCCCCCCOCCCCC3C=C(S(N)(=O)=O)C=CC=3)=CC=2C[O:3]1.C(O)(=O)C.[OH:42][C@H:43]([C:67]1[CH:72]=[CH:71][C:70]([OH:73])=[C:69]([CH2:74][OH:75])[CH:68]=1)[CH2:44][NH:45][CH2:46][CH2:47][CH2:48][CH2:49][CH2:50][CH2:51][O:52][CH2:53][CH2:54][CH2:55][CH2:56][C:57]1[CH:58]=[C:59]([S:63]([NH2:66])(=[O:65])=[O:64])[CH:60]=[CH:61][CH:62]=1.C(O)(=O)C. Product: [C:2]([OH:7])(=[O:3])[CH3:1].[OH:42][C@H:43]([C:67]1[CH:72]=[CH:71][C:70]([OH:73])=[C:69]([CH2:74][OH:75])[CH:68]=1)[CH2:44][NH:45][CH2:46][CH2:47][CH2:48][CH2:49][CH2:50][CH2:51][O:52][CH2:53][CH2:54][CH2:55][CH2:56][C:57]1[CH:58]=[C:59]([S:63]([NH2:66])(=[O:65])=[O:64])[CH:60]=[CH:61][CH:62]=1. The catalyst class is: 6. (4) Reactant: Br[C:2]1[CH:7]=[CH:6][CH:5]=[CH:4][C:3]=1[C:8]([F:11])([F:10])[F:9].[Li]CCCC.[CH2:17]([N:24]1[CH2:29][CH2:28][C:27](=[O:30])[CH2:26][CH2:25]1)[C:18]1[CH:23]=[CH:22][CH:21]=[CH:20][CH:19]=1.[NH4+].[Cl-]. Product: [CH2:17]([N:24]1[CH2:29][CH2:28][C:27]([C:2]2[CH:7]=[CH:6][CH:5]=[CH:4][C:3]=2[C:8]([F:11])([F:10])[F:9])([OH:30])[CH2:26][CH2:25]1)[C:18]1[CH:19]=[CH:20][CH:21]=[CH:22][CH:23]=1. The catalyst class is: 1. (5) Reactant: [CH3:1][O:2][C:3](=[O:39])/[CH:4]=[CH:5]/[C:6]1[CH:11]=[CH:10][N:9]2[C:12]([C:33]3[CH:38]=[CH:37][CH:36]=[CH:35][CH:34]=3)=[C:13]([C:15]3[CH:20]=[CH:19][C:18]([C:21]4([NH:25][C:26]([O:28][C:29]([CH3:32])([CH3:31])[CH3:30])=[O:27])[CH2:24][CH2:23][CH2:22]4)=[CH:17][CH:16]=3)[N:14]=[C:8]2[CH:7]=1. Product: [CH3:1][O:2][C:3](=[O:39])[CH2:4][CH2:5][C:6]1[CH:11]=[CH:10][N:9]2[C:12]([C:33]3[CH:34]=[CH:35][CH:36]=[CH:37][CH:38]=3)=[C:13]([C:15]3[CH:20]=[CH:19][C:18]([C:21]4([NH:25][C:26]([O:28][C:29]([CH3:32])([CH3:31])[CH3:30])=[O:27])[CH2:24][CH2:23][CH2:22]4)=[CH:17][CH:16]=3)[N:14]=[C:8]2[CH:7]=1. The catalyst class is: 43. (6) Reactant: Br[C:2]1[S:3][CH:4]=[CH:5][C:6]=1[Br:7].[Li]CCCC.[CH3:13][O:14][CH2:15][CH2:16]OS(C1C=CC(C)=CC=1)(=O)=O. Product: [Br:7][C:6]1[CH:5]=[CH:4][S:3][C:2]=1[CH2:16][CH2:15][O:14][CH3:13]. The catalyst class is: 1. (7) Reactant: [C:1]1([NH:7][C:8]2[C:13]([CH2:14][OH:15])=[CH:12][CH:11]=[CH:10][N:9]=2)[CH:6]=[CH:5][CH:4]=[CH:3][CH:2]=1. Product: [C:1]1([NH:7][C:8]2[N:9]=[CH:10][CH:11]=[CH:12][C:13]=2[CH:14]=[O:15])[CH:2]=[CH:3][CH:4]=[CH:5][CH:6]=1. The catalyst class is: 428. (8) Reactant: [NH:1]1[C:9]2[C:4](=[CH:5][CH:6]=[C:7]([C:10]#[N:11])[CH:8]=2)[CH:3]=[N:2]1.[I:12]I.[OH-].[K+]. Product: [I:12][C:3]1[C:4]2[C:9](=[CH:8][C:7]([C:10]#[N:11])=[CH:6][CH:5]=2)[NH:1][N:2]=1. The catalyst class is: 3. (9) Reactant: [C:1]([CH:8]([CH2:12][CH3:13])[C@@H:9](N)[OH:10])([O:3][C:4]([CH3:7])([CH3:6])[CH3:5])=[O:2].CC1(C)[N:20]([O])C(C)(C)CCC1.[Br-].[Na+].C(=O)(O)[O-].[Na+]. Product: [C:4]([O:3][C:1]([C@:8]([NH2:20])([CH2:12][CH3:13])[CH:9]=[O:10])=[O:2])([CH3:7])([CH3:6])[CH3:5]. The catalyst class is: 46. (10) Reactant: [F:1][C:2]1[CH:10]=[C:9]([NH:11][C:12]2[N:17]=[C:16]([NH:18][CH3:19])[C:15]([C:20]([F:23])([F:22])[F:21])=[CH:14][N:13]=2)[C:8]([O:24][CH3:25])=[CH:7][C:3]=1[C:4](O)=[O:5].CN(C(O[N:34]1N=N[C:36]2C=CC=[N:40][C:35]1=2)=[N+](C)C)C.F[P-](F)(F)(F)(F)F.CCN(C(C)C)C(C)C.ONC(=N)C. Product: [F:1][C:2]1[C:3]([C:4]2[O:5][N:40]=[C:35]([CH3:36])[N:34]=2)=[CH:7][C:8]([O:24][CH3:25])=[C:9]([NH:11][C:12]2[N:17]=[C:16]([NH:18][CH3:19])[C:15]([C:20]([F:21])([F:22])[F:23])=[CH:14][N:13]=2)[CH:10]=1. The catalyst class is: 39.